Dataset: Peptide-MHC class I binding affinity with 185,985 pairs from IEDB/IMGT. Task: Regression. Given a peptide amino acid sequence and an MHC pseudo amino acid sequence, predict their binding affinity value. This is MHC class I binding data. (1) The peptide sequence is FTVKLGGVFH. The MHC is HLA-A11:01 with pseudo-sequence HLA-A11:01. The binding affinity (normalized) is 0.0416. (2) The peptide sequence is IGLLNTIMV. The MHC is H-2-Db with pseudo-sequence H-2-Db. The binding affinity (normalized) is 0.292. (3) The peptide sequence is KTTYWWDGL. The MHC is HLA-A01:01 with pseudo-sequence HLA-A01:01. The binding affinity (normalized) is 0.0847.